This data is from Acute oral toxicity (LD50) regression data from Zhu et al.. The task is: Regression/Classification. Given a drug SMILES string, predict its toxicity properties. Task type varies by dataset: regression for continuous values (e.g., LD50, hERG inhibition percentage) or binary classification for toxic/non-toxic outcomes (e.g., AMES mutagenicity, cardiotoxicity, hepatotoxicity). Dataset: ld50_zhu. (1) The drug is COC(=O)CCC(=O)OC1=C(C(=O)Nc2ccccn2)N(C)S(=O)(=O)c2cc(Cl)sc21. The rat oral LD50 is 4.81, given as -log10 of the dose in mol/kg body weight (higher means more acutely toxic). (2) The compound is O=[N+]([O-])OCC(O)CO[N+](=O)[O-]. The rat oral LD50 is 2.23, given as -log10 of the dose in mol/kg body weight (higher means more acutely toxic). (3) The compound is Cc1ccc(CC(C)N)cc1. The rat oral LD50 is 3.00, given as -log10 of the dose in mol/kg body weight (higher means more acutely toxic). (4) The compound is CCOP(=S)(OCC)OC(Cl)C(Cl)(Cl)Cl. The rat oral LD50 is 5.22, given as -log10 of the dose in mol/kg body weight (higher means more acutely toxic). (5) The molecule is CCOC(=S)SCC#N. The rat oral LD50 is 2.88, given as -log10 of the dose in mol/kg body weight (higher means more acutely toxic). (6) The drug is O=[N+]([O-])c1cc2nc(C(F)(F)F)[nH]c2cc1[N+](=O)[O-]. The rat oral LD50 is 4.26, given as -log10 of the dose in mol/kg body weight (higher means more acutely toxic). (7) The rat oral LD50 is 2.30, given as -log10 of the dose in mol/kg body weight (higher means more acutely toxic). The compound is O=[N+]([O-])c1ccc(Cl)c(Cl)c1. (8) The molecule is Clc1c(Cl)c(Cl)c2c(c1Cl)Oc1ccccc1O2. The rat oral LD50 is 8.61, given as -log10 of the dose in mol/kg body weight (higher means more acutely toxic).